This data is from Experimentally validated miRNA-target interactions with 360,000+ pairs, plus equal number of negative samples. The task is: Binary Classification. Given a miRNA mature sequence and a target amino acid sequence, predict their likelihood of interaction. (1) The miRNA is mmu-miR-331-3p with sequence GCCCCUGGGCCUAUCCUAGAA. The protein sequence of the target gene is MGDKKSPTRPKRQPKPASDEGYWDCSVCTFRNSAEAFKCMMCDVRKGTSTRKPRPVSQLVAQQVTQQFVPPTQSKKEKKDRVEKDKSEKEAASKKNCHKKTRPRLKNVDRSSAQHLEVTVGDLTVIITDFKEKAKSAPASSAAGDQHSQGSCSSDSTERGVSRSSSPRGEASSLNGESH. Result: 0 (no interaction). (2) The miRNA is hsa-miR-767-3p with sequence UCUGCUCAUACCCCAUGGUUUCU. The protein sequence of the target gene is MSSAPPRSPTPRAPKMKKDESFLGKLGGTLARKKKTREVTDLQEEGKSAINSPMAPALVDIHPEDTQLEENEERTMIDPTSREDPKFKELVKVLLDWINDVLAEERIIVKQLEEDLYDGQVLQKLLEKLAHCKLNVAEVTQSEIGQKQKLQTVLEAVQDLLRPHGWPLRWNVDSIHGKNLVAILHLLVSLAMHFRAPIHLPEHVTVQVVVVRKREGLLHSSHISEELTTTTEIMMGRFERDAFDTLFDHAPDKLNLVKKSLITFVNKHLNKLNLEVTDLETQFADGVYLVLLLGLLEDYF.... Result: 0 (no interaction). (3) The miRNA is hsa-miR-222-3p with sequence AGCUACAUCUGGCUACUGGGU. The protein sequence of the target gene is MRPLQIVPSRLISQLYCGLKPPASTRNQICLKMARPSSSMADFRKFFAKAKHIVIISGAGVSAESGVPTFRGAGGYWRKWQAQDLATPLAFAHNPSRVWEFYHYRREVMGSKEPNAGHRAIAECETRLGKQGRRVVVITQNIDELHRKAGTKNLLEIHGSLFKTRCTSCGVVAENYKSPICPALSGKGAPEPGTQDASIPVEKLPRCEEAGCGGLLRPHVVWFGENLDPAILEEVDRELAHCDLCLVVGTSSVVYPAAMFAPQVAARGVPVAEFNTETTPATNRFRFHFQGPCGTTLPEA.... Result: 0 (no interaction). (4) The miRNA is mmu-miR-1306-5p with sequence CACCACCUCCCCUGCAAACGUCC. The protein sequence of the target gene is MTAAPASPQQMRDRLLQAIDSQSNIRNMVAVLEVISSLERYPITKEALEETRLGKLINDVRKKTKNEELAKRAKRLLRSWQKLIEPVHQNEVALRALAGAAGSANGGAHNCRPEMGVAGAPKSIHDLKNRNDIQRLPGQRLDRLGSRKRRGDQRDLGHPGPPHKVSKGSPDPLVPNASPLPTNGISGSPESLPSPLDGSGHLGPDGSRLEPSDNEKHSTKIPVNAVRPRPSSPGLGKPPVPCLQTKAAQLQQLDRADESPGPPYPRGSSRCSFSPRNSRHEGSFSRHRSSYIPKGQVSSP.... Result: 0 (no interaction). (5) The protein sequence of the target gene is MTTSHMNGHVTEESDSEVKNVDLASPEEHQKHREMAVDCPGDLGTRMMPIRRSAQLERIRQQQEDMRRRREEEGKKQELDLNSSMRLKKLAQIPPKTGIDNPMFDTEEGIVLESPHYAVKILEIEDLFSSLKHIQHTLVDSQSQEDISLLLQLVQNKDFQNAFKIHNAITVHMNKASPPFPLISNAQDLAQEVQTVLKPVHHKEGQELTALLNTPHIQALLLAHDKVAEQEMQLEPITDERVYESIGQYGGETVKIVRIEKARDIPLGATVRNEMDSVIISRIVKGGAAEKSGLLHEGDE.... The miRNA is mmu-miR-1901 with sequence CCGCUCGUACUCCCGGGGGUCC. Result: 0 (no interaction). (6) The miRNA is mmu-miR-326-3p with sequence CCUCUGGGCCCUUCCUCCAGU. The protein sequence of the target gene is MRESALERGPVPEAPAGGPVHAVTVVTLLEKLASMLETLRERQGGLARRQGGLAGSVRRIQSGLGALSRSHDTTSNTLAQLLAKAERVSSHANAAQERAVRRAAQVQRLEANHGLLVARGKLHVLLFKEEGEVPASAFQKAPEPLGPADQSELGPEQLEAEVGESSDEEPVESRAQRLRRTGLQKVQSLRRALSGRKGPAAPPPTPVKPPRLGPGRSAEAQPEAQPALEPTLEPEPPQDTEEDPGRPGAAEEALLQMESVA. Result: 0 (no interaction).